From a dataset of Catalyst prediction with 721,799 reactions and 888 catalyst types from USPTO. Predict which catalyst facilitates the given reaction. (1) Reactant: [CH2:1]([O:8][C:9]([N:11]([CH3:32])[CH:12]1[CH:19]2[CH2:20][CH:16]([CH2:17][CH2:18]2)[CH2:15][N:14]2[C:21](=[O:31])[C:22]([OH:30])=[C:23]([C:25]([O:27][CH2:28][CH3:29])=[O:26])[N:24]=[C:13]12)=[O:10])[C:2]1[CH:7]=[CH:6][CH:5]=[CH:4][CH:3]=1.[C:33](O[C:33](=[O:40])[C:34]1[CH:39]=[CH:38][CH:37]=[CH:36][CH:35]=1)(=[O:40])[C:34]1[CH:39]=[CH:38][CH:37]=[CH:36][CH:35]=1. Product: [C:33]([O:30][C:22]1[C:21](=[O:31])[N:14]2[CH2:15][CH:16]3[CH2:20][CH:19]([CH:12]([N:11]([C:9]([O:8][CH2:1][C:2]4[CH:7]=[CH:6][CH:5]=[CH:4][CH:3]=4)=[O:10])[CH3:32])[C:13]2=[N:24][C:23]=1[C:25]([O:27][CH2:28][CH3:29])=[O:26])[CH2:18][CH2:17]3)(=[O:40])[C:34]1[CH:39]=[CH:38][CH:37]=[CH:36][CH:35]=1. The catalyst class is: 17. (2) Reactant: [F:1][C:2]([F:26])([F:25])[O:3][C:4]1[CH:9]=[CH:8][C:7]([N:10]2[C:18]3[CH2:17][CH2:16][C:15]4[CH:19]=[C:20]([CH:23]=O)[CH:21]=[CH:22][C:14]=4[C:13]=3[CH:12]=[N:11]2)=[CH:6][CH:5]=1.[CH3:27][C:28]1[CH:33]=[CH:32][CH:31]=[C:30]([CH3:34])[C:29]=1[NH:35][C:36]([NH:38][NH2:39])=[S:37]. Product: [CH3:34][C:30]1[CH:31]=[CH:32][CH:33]=[C:28]([CH3:27])[C:29]=1[NH:35][C:36]([NH:38]/[N:39]=[CH:23]/[C:20]1[CH:21]=[CH:22][C:14]2[C:13]3[CH:12]=[N:11][N:10]([C:7]4[CH:8]=[CH:9][C:4]([O:3][C:2]([F:26])([F:25])[F:1])=[CH:5][CH:6]=4)[C:18]=3[CH2:17][CH2:16][C:15]=2[CH:19]=1)=[S:37]. The catalyst class is: 8. (3) Reactant: [I-].[CH3:2][S+](C)(C)=O.[H-].[Na+].[O:9]=[C:10]([CH3:20])[CH2:11][CH2:12][C:13]([O:15][C:16]([CH3:19])([CH3:18])[CH3:17])=[O:14]. Product: [CH3:20][C:10]1([CH2:11][CH2:12][C:13]([O:15][C:16]([CH3:19])([CH3:18])[CH3:17])=[O:14])[CH2:2][O:9]1. The catalyst class is: 16. (4) Reactant: [C:1]1([C:7]#[C:8][C:9]2[CH:10]=[C:11]([C:15]([OH:17])=O)[CH:12]=[N:13][CH:14]=2)[CH:6]=[CH:5][CH:4]=[CH:3][CH:2]=1.CN(C(ON1N=NC2C=CC=NC1=2)=[N+](C)C)C.F[P-](F)(F)(F)(F)F.C(N(C(C)C)CC)(C)C.[NH:51]1[CH2:56][CH2:55][CH:54]([C:57]2[CH:58]=[C:59]([CH:62]=[CH:63][CH:64]=2)[C:60]#[N:61])[CH2:53][CH2:52]1. Product: [C:1]1([C:7]#[C:8][C:9]2[CH:10]=[C:11]([C:15]([N:51]3[CH2:56][CH2:55][CH:54]([C:57]4[CH:58]=[C:59]([CH:62]=[CH:63][CH:64]=4)[C:60]#[N:61])[CH2:53][CH2:52]3)=[O:17])[CH:12]=[N:13][CH:14]=2)[CH:2]=[CH:3][CH:4]=[CH:5][CH:6]=1. The catalyst class is: 9. (5) Reactant: [Cl:1][C:2]1[CH:36]=[CH:35][C:5]([CH2:6][CH:7]2[CH2:12][CH2:11][N:10]([C@@H:13]3[CH2:17][C@@H:16]([OH:18])[CH2:15][C@H:14]3[NH:19][C:20]([NH:22][C:23]3[CH:28]=[C:27]([O:29][CH3:30])[C:26]([O:31][CH3:32])=[C:25]([O:33][CH3:34])[CH:24]=3)=[O:21])[CH2:9][CH2:8]2)=[CH:4][CH:3]=1.Cl.CCOCC. Product: [ClH:1].[Cl:1][C:2]1[CH:36]=[CH:35][C:5]([CH2:6][CH:7]2[CH2:8][CH2:9][N:10]([C@@H:13]3[CH2:17][C@@H:16]([OH:18])[CH2:15][C@H:14]3[NH:19][C:20]([NH:22][C:23]3[CH:24]=[C:25]([O:33][CH3:34])[C:26]([O:31][CH3:32])=[C:27]([O:29][CH3:30])[CH:28]=3)=[O:21])[CH2:11][CH2:12]2)=[CH:4][CH:3]=1. The catalyst class is: 2. (6) Reactant: C([O:3][C:4](=[O:26])[CH2:5][N:6]1[CH2:11][CH2:10][N:9]([C:12]([O:14][C:15]([CH3:18])([CH3:17])[CH3:16])=[O:13])[CH:8]([C:19]2[CH:24]=[CH:23][CH:22]=[CH:21][CH:20]=2)[C:7]1=[O:25])C.[OH-].[Li+]. Product: [C:15]([O:14][C:12]([N:9]1[CH2:10][CH2:11][N:6]([CH2:5][C:4]([OH:26])=[O:3])[C:7](=[O:25])[CH:8]1[C:19]1[CH:20]=[CH:21][CH:22]=[CH:23][CH:24]=1)=[O:13])([CH3:18])([CH3:16])[CH3:17]. The catalyst class is: 40. (7) The catalyst class is: 12. Reactant: [CH3:1][N:2]([CH3:11])[CH:3]1[CH2:6][CH:5]([C:7]([O:9]C)=[O:8])[CH2:4]1.[ClH:12]. Product: [ClH:12].[CH3:1][N:2]([CH3:11])[CH:3]1[CH2:6][CH:5]([C:7]([OH:9])=[O:8])[CH2:4]1.